From a dataset of Full USPTO retrosynthesis dataset with 1.9M reactions from patents (1976-2016). Predict the reactants needed to synthesize the given product. (1) Given the product [Cl:1][C:2]1[N:7]=[C:6]2[N:8]([CH3:16])[C:9](=[O:15])[N:10]([CH2:11][C:29]3([CH3:30])[CH2:19][C:18]3([F:23])[F:22])[C:5]2=[CH:4][CH:3]=1, predict the reactants needed to synthesize it. The reactants are: [Cl:1][C:2]1[N:7]=[C:6]2[N:8]([CH3:16])[C:9](=[O:15])[N:10]([CH2:11]C(C)=C)[C:5]2=[CH:4][CH:3]=1.Cl[C:18]([F:23])([F:22])[C:19](O)=O.[Na].C(O[CH2:29][CH3:30])(=O)C. (2) Given the product [CH2:1]([N:3]([CH2:15][C:16]1[CH:21]=[CH:20][C:19]([CH2:22][N:23]([CH2:24][C:25]2[NH:29][CH:28]=[CH:27][N:26]=2)[CH2:44][C:40]2[N:39]([CH3:38])[CH:43]=[CH:42][N:41]=2)=[CH:18][CH:17]=1)[CH2:4][CH2:5][CH2:6][CH2:7][N:8]([CH2:9][CH2:10][CH3:11])[CH2:12][CH2:13][CH3:14])[CH3:2], predict the reactants needed to synthesize it. The reactants are: [CH2:1]([N:3]([CH2:15][C:16]1[CH:21]=[CH:20][C:19]([CH2:22][NH:23][CH2:24][C:25]2[NH:26][CH:27]=[CH:28][N:29]=2)=[CH:18][CH:17]=1)[CH2:4][CH2:5][CH2:6][CH2:7][N:8]([CH2:12][CH2:13][CH3:14])[CH2:9][CH2:10][CH3:11])[CH3:2].C([BH3-])#N.[Na+].C(O)(=O)C.[CH3:38][N:39]1[CH:43]=[CH:42][N:41]=[C:40]1[CH:44]=O. (3) The reactants are: [CH3:1][C:2]1[CH:7]=[C:6]([CH3:8])[NH:5][C:4](=[O:9])[C:3]=1[CH2:10][NH:11][C:12](=[O:37])[C:13]1[CH:18]=[C:17]([C:19]2[CH:20]=[N:21][C:22]([CH:25]=O)=[CH:23][CH:24]=2)[CH:16]=[C:15]([N:27]([CH2:34][CH3:35])[CH:28]2[CH2:33][CH2:32][O:31][CH2:30][CH2:29]2)[C:14]=1[CH3:36].[NH:38]1[CH2:43][CH2:42][O:41][CH2:40][CH2:39]1.C(O)(=O)C.[BH3-]C#N.[Na+].C(=O)(O)[O-].[Na+]. Given the product [CH3:1][C:2]1[CH:7]=[C:6]([CH3:8])[NH:5][C:4](=[O:9])[C:3]=1[CH2:10][NH:11][C:12](=[O:37])[C:13]1[CH:18]=[C:17]([C:19]2[CH:20]=[N:21][C:22]([CH2:25][N:38]3[CH2:43][CH2:42][O:41][CH2:40][CH2:39]3)=[CH:23][CH:24]=2)[CH:16]=[C:15]([N:27]([CH2:34][CH3:35])[CH:28]2[CH2:29][CH2:30][O:31][CH2:32][CH2:33]2)[C:14]=1[CH3:36], predict the reactants needed to synthesize it. (4) Given the product [CH:29]1([C:25]([OH:35])([C:19]2[CH:24]=[CH:23][CH:22]=[CH:21][CH:20]=2)[C:26]([O:28][CH2:42][C:41]#[C:40][CH2:39][N:38]([CH2:44][CH3:45])[CH2:36][CH3:37])=[O:27])[CH2:30][CH2:31][CH2:32][CH2:33][CH2:34]1, predict the reactants needed to synthesize it. The reactants are: O.ON1C2C=CC=CC=2N=N1.CN1CCOCC1.[CH:19]1([C:25]([OH:35])([C:29]2[CH:34]=[CH:33][CH:32]=[CH:31][CH:30]=2)[C:26]([OH:28])=[O:27])[CH2:24][CH2:23][CH2:22][CH2:21][CH2:20]1.[CH2:36]([N:38]([CH2:44][CH3:45])[CH2:39][C:40]#[C:41][CH2:42]O)[CH3:37].Cl.CN(C)CCCN=C=NCC. (5) Given the product [N:19]1([C:16]2[CH:15]=[CH:14][C:13]3=[N:12][N:11]=[C:10]([C:9]([F:8])([F:34])[F:33])[N:18]3[N:17]=2)[CH2:25][CH2:24][CH2:23][NH:22][CH2:21][CH2:20]1, predict the reactants needed to synthesize it. The reactants are: FC(F)(F)C(O)=O.[F:8][C:9]([F:34])([F:33])[C:10]1[N:18]2[C:13]([CH:14]=[CH:15][C:16]([N:19]3[CH2:25][CH2:24][CH2:23][N:22](C(OC(C)(C)C)=O)[CH2:21][CH2:20]3)=[N:17]2)=[N:12][N:11]=1.C(=O)(O)[O-].[Na+]. (6) Given the product [Cl:21][C:22]1[N:27]=[C:26]([C:18]2[S:17][C:16]([S:6]([C:9]3[CH:10]=[CH:11][C:12]([CH3:13])=[CH:14][CH:15]=3)(=[O:7])=[O:8])=[CH:20][CH:19]=2)[CH:25]=[CH:24][N:23]=1, predict the reactants needed to synthesize it. The reactants are: C([Li])CCC.[S:6]([C:16]1[S:17][CH:18]=[CH:19][CH:20]=1)([C:9]1[CH:15]=[CH:14][C:12]([CH3:13])=[CH:11][CH:10]=1)(=[O:8])=[O:7].[Cl:21][C:22]1[N:27]=[CH:26][CH:25]=[CH:24][N:23]=1.ClC1C(=O)C(C#N)=C(C#N)C(=O)C=1Cl.[OH-].[Na+].